Predict the reaction yield, written as a fraction of the theoretical maximum amount of product (1.0 means a 100% yield; for example, 0.34 means a 34% yield). From a dataset of Reaction yield outcomes from USPTO patents with 853,638 reactions. (1) The reactants are C(Cl)(=O)C(Cl)=O.[N+:7]([C:10]1[CH:11]=[C:12]([CH:16]=[C:17]([O:19][CH3:20])[CH:18]=1)[C:13]([OH:15])=O)([O-:9])=[O:8].[CH2:21]([CH2:23][NH2:24])[OH:22].CCN(C(C)C)C(C)C. The catalyst is C(Cl)Cl.C1COCC1.CCOC(C)=O.CCOCC.CN(C=O)C. The product is [OH:22][CH2:21][CH2:23][NH:24][C:13](=[O:15])[C:12]1[CH:11]=[C:10]([N+:7]([O-:9])=[O:8])[CH:18]=[C:17]([O:19][CH3:20])[CH:16]=1. The yield is 0.550. (2) The reactants are Br[C:2]1[C:10]2[O:9][CH2:8][CH:7]([C:11]3[CH:16]=[CH:15][C:14]([CH:17]([CH3:19])[CH3:18])=[CH:13][CH:12]=3)[C:6]=2[C:5]([CH3:20])=[C:4]([NH:21][C:22](=[O:28])[CH2:23][C:24]([CH3:27])([CH3:26])[CH3:25])[C:3]=1[CH3:29].[CH3:30][N:31]([CH3:41])[C:32]1[CH:37]=[CH:36][C:35](B(O)O)=[CH:34][CH:33]=1. No catalyst specified. The product is [CH3:30][N:31]([CH3:41])[C:32]1[CH:37]=[CH:36][C:35]([C:2]2[C:10]3[O:9][CH2:8][CH:7]([C:11]4[CH:16]=[CH:15][C:14]([CH:17]([CH3:18])[CH3:19])=[CH:13][CH:12]=4)[C:6]=3[C:5]([CH3:20])=[C:4]([NH:21][C:22](=[O:28])[CH2:23][C:24]([CH3:27])([CH3:26])[CH3:25])[C:3]=2[CH3:29])=[CH:34][CH:33]=1. The yield is 0.170.